From a dataset of Reaction yield outcomes from USPTO patents with 853,638 reactions. Predict the reaction yield, written as a fraction of the theoretical maximum amount of product (1.0 means a 100% yield; for example, 0.34 means a 34% yield). (1) No catalyst specified. The product is [C:1]([C:5]1[CH:12]=[CH:11][C:8]([CH:9]2[N:21]([C:19]3[S:20][C:16]([CH:13]([CH3:15])[CH3:14])=[N:17][N:18]=3)[C:25](=[O:24])[C:26]([OH:38])=[C:27]2[C:28](=[O:29])[C:30]2[CH:31]=[CH:32][C:33]([O:36][CH3:37])=[CH:34][CH:35]=2)=[CH:7][CH:6]=1)([CH3:4])([CH3:3])[CH3:2]. The reactants are [C:1]([C:5]1[CH:12]=[CH:11][C:8]([CH:9]=O)=[CH:7][CH:6]=1)([CH3:4])([CH3:3])[CH3:2].[CH:13]([C:16]1[S:20][C:19]([NH2:21])=[N:18][N:17]=1)([CH3:15])[CH3:14].C([O:24][C:25](=O)[C:26]([OH:38])=[CH:27][C:28]([C:30]1[CH:35]=[CH:34][C:33]([O:36][CH3:37])=[CH:32][CH:31]=1)=[O:29])C. The yield is 0.270. (2) The reactants are C([O:8][C:9]1[C:14](=[O:15])[CH:13]=[C:12]([CH:16]([OH:21])[C:17]([F:20])([F:19])[F:18])[N:11]([CH3:22])[C:10]=1[CH3:23])C1C=CC=CC=1.Cl. The catalyst is [Pd].CO. The product is [OH:8][C:9]1[C:14](=[O:15])[CH:13]=[C:12]([CH:16]([OH:21])[C:17]([F:20])([F:18])[F:19])[N:11]([CH3:22])[C:10]=1[CH3:23]. The yield is 0.390. (3) The reactants are [CH3:1][C:2]([O:5][C:6]([NH:8][CH:9](P(OC)(OC)=O)[C:10]([O:12][CH3:13])=[O:11])=[O:7])([CH3:4])[CH3:3].C1CCN2C(=NCCC2)CC1.[Cl:31][C:32]1[N:39]=[C:38]([C:40]([F:43])([F:42])[F:41])[CH:37]=[CH:36][C:33]=1[CH:34]=O. The catalyst is C(Cl)Cl. The product is [C:2]([O:5][C:6]([NH:8]/[C:9](=[CH:34]/[C:33]1[C:32]([Cl:31])=[N:39][C:38]([C:40]([F:42])([F:43])[F:41])=[CH:37][CH:36]=1)/[C:10]([O:12][CH3:13])=[O:11])=[O:7])([CH3:1])([CH3:3])[CH3:4]. The yield is 0.750. (4) The reactants are [CH3:1][C:2]1[O:6][N:5]=[C:4]([C:7]2[CH:12]=[CH:11][CH:10]=[CH:9][CH:8]=2)[C:3]=1[CH2:13][O:14][C:15]1[CH:23]=[CH:22][C:18]([C:19]([OH:21])=O)=[CH:17][N:16]=1.[F:24][C:25]1[CH:31]=[CH:30][C:28]([NH2:29])=[CH:27][CH:26]=1. No catalyst specified. The product is [F:24][C:25]1[CH:31]=[CH:30][C:28]([NH:29][C:19](=[O:21])[C:18]2[CH:22]=[CH:23][C:15]([O:14][CH2:13][C:3]3[C:4]([C:7]4[CH:8]=[CH:9][CH:10]=[CH:11][CH:12]=4)=[N:5][O:6][C:2]=3[CH3:1])=[N:16][CH:17]=2)=[CH:27][CH:26]=1. The yield is 0.840. (5) The reactants are C(=O)([O-])[O-].[Cs+].[Cs+].[C:7]1([C:13]2[CH:18]=[CH:17][N:16]=[C:15]([OH:19])[CH:14]=2)[CH:12]=[CH:11][CH:10]=[CH:9][CH:8]=1.Br[CH2:21][CH2:22][C:23]([CH2:33][CH3:34])([S:29]([CH3:32])(=[O:31])=[O:30])[C:24]([O:26][CH2:27][CH3:28])=[O:25]. The catalyst is O1CCCC1.C(OCC)(=O)C. The product is [CH2:22]([C:23]([S:29]([CH3:32])(=[O:30])=[O:31])([CH2:33][CH2:34][N:16]1[CH:17]=[CH:18][C:13]([C:7]2[CH:8]=[CH:9][CH:10]=[CH:11][CH:12]=2)=[CH:14][C:15]1=[O:19])[C:24]([O:26][CH2:27][CH3:28])=[O:25])[CH3:21]. The yield is 0.200. (6) The yield is 1.00. The reactants are [CH2:1]([C:4]([C:12]1[CH:17]=[CH:16][CH:15]=[CH:14][CH:13]=1)([CH2:9][CH:10]=[CH2:11])[C:5]([O:7][CH3:8])=[O:6])[CH:2]=[CH2:3]. The product is [C:12]1([C:4]([CH2:9][CH2:10][CH3:11])([CH2:1][CH2:2][CH3:3])[C:5]([O:7][CH3:8])=[O:6])[CH:17]=[CH:16][CH:15]=[CH:14][CH:13]=1. The catalyst is C(OCC)(=O)C.[Pd]. (7) The reactants are [Br:1][CH2:2][CH2:3][CH2:4]Br.[C:6]([C:8]1[CH:13]=[CH:12][C:11]([OH:14])=[CH:10][CH:9]=1)#[N:7].C([O-])([O-])=O.[K+].[K+]. The catalyst is CC#N. The product is [Br:1][CH2:2][CH2:3][CH2:4][O:14][C:11]1[CH:12]=[CH:13][C:8]([C:6]#[N:7])=[CH:9][CH:10]=1. The yield is 0.690.